Dataset: Volume of distribution at steady state (VDss) regression data from Lombardo et al.. Task: Regression/Classification. Given a drug SMILES string, predict its absorption, distribution, metabolism, or excretion properties. Task type varies by dataset: regression for continuous measurements (e.g., permeability, clearance, half-life) or binary classification for categorical outcomes (e.g., BBB penetration, CYP inhibition). For this dataset (vdss_lombardo), we predict log10(VDss) (log10 of volume of distribution in L/kg). The molecule is CN(C)CCN1C(=O)c2cccc3cc([N+](=O)[O-])cc(c23)C1=O. The log10(VDss) is 1.05.